Dataset: Merck oncology drug combination screen with 23,052 pairs across 39 cell lines. Task: Regression. Given two drug SMILES strings and cell line genomic features, predict the synergy score measuring deviation from expected non-interaction effect. (1) Drug 1: C=CCn1c(=O)c2cnc(Nc3ccc(N4CCN(C)CC4)cc3)nc2n1-c1cccc(C(C)(C)O)n1. Drug 2: COC1=C2CC(C)CC(OC)C(O)C(C)C=C(C)C(OC(N)=O)C(OC)C=CC=C(C)C(=O)NC(=CC1=O)C2=O. Cell line: PA1. Synergy scores: synergy=6.82. (2) Drug 1: C=CCn1c(=O)c2cnc(Nc3ccc(N4CCN(C)CC4)cc3)nc2n1-c1cccc(C(C)(C)O)n1. Drug 2: CS(=O)(=O)CCNCc1ccc(-c2ccc3ncnc(Nc4ccc(OCc5cccc(F)c5)c(Cl)c4)c3c2)o1. Cell line: MSTO. Synergy scores: synergy=8.00. (3) Drug 1: O=S1(=O)NC2(CN1CC(F)(F)F)C1CCC2Cc2cc(C=CCN3CCC(C(F)(F)F)CC3)ccc2C1. Drug 2: Cc1nc(Nc2ncc(C(=O)Nc3c(C)cccc3Cl)s2)cc(N2CCN(CCO)CC2)n1. Cell line: VCAP. Synergy scores: synergy=29.4. (4) Drug 1: COc1cccc2c1C(=O)c1c(O)c3c(c(O)c1C2=O)CC(O)(C(=O)CO)CC3OC1CC(N)C(O)C(C)O1. Drug 2: CCc1cnn2c(NCc3ccc[n+]([O-])c3)cc(N3CCCCC3CCO)nc12. Cell line: SKOV3. Synergy scores: synergy=-13.5. (5) Drug 1: CC(C)CC(NC(=O)C(Cc1ccccc1)NC(=O)c1cnccn1)B(O)O. Drug 2: COC1CC2CCC(C)C(O)(O2)C(=O)C(=O)N2CCCCC2C(=O)OC(C(C)CC2CCC(OP(C)(C)=O)C(OC)C2)CC(=O)C(C)C=C(C)C(O)C(OC)C(=O)C(C)CC(C)C=CC=CC=C1C. Cell line: NCIH23. Synergy scores: synergy=7.38. (6) Drug 1: Cn1nnc2c(C(N)=O)ncn2c1=O. Drug 2: CNC(=O)c1cc(Oc2ccc(NC(=O)Nc3ccc(Cl)c(C(F)(F)F)c3)cc2)ccn1. Cell line: HT29. Synergy scores: synergy=-3.11. (7) Synergy scores: synergy=-38.6. Drug 1: CCC1(O)CC2CN(CCc3c([nH]c4ccccc34)C(C(=O)OC)(c3cc4c(cc3OC)N(C)C3C(O)(C(=O)OC)C(OC(C)=O)C5(CC)C=CCN6CCC43C65)C2)C1. Drug 2: O=C(CCCCCCC(=O)Nc1ccccc1)NO. Cell line: NCIH23.